This data is from Forward reaction prediction with 1.9M reactions from USPTO patents (1976-2016). The task is: Predict the product of the given reaction. (1) Given the reactants [CH3:1][N:2]1[CH2:7][CH2:6][CH:5]([O:8][C:9]2[CH:14]=[CH:13][C:12]([C:15]3[CH:20]=[CH:19][CH:18]=[C:17]([NH2:21])[CH:16]=3)=[CH:11][CH:10]=2)[CH2:4][CH2:3]1.C(N([CH2:27][CH3:28])CC)C.Cl[CH2:30][Cl:31], predict the reaction product. The product is: [Cl:31][C:30]1[CH:28]=[CH:27][CH:12]=[CH:11][C:10]=1[C:9]([NH:21][C:17]1[CH:16]=[C:15]([C:12]2[CH:11]=[CH:10][C:9]([O:8][CH:5]3[CH2:4][CH2:3][N:2]([CH3:1])[CH2:7][CH2:6]3)=[CH:14][CH:13]=2)[CH:20]=[CH:19][CH:18]=1)=[O:8]. (2) Given the reactants CC1C=CC(S(O[CH2:12][C:13]2([CH3:31])[CH2:17][C:16]3[CH:18]=[C:19]([Cl:30])[CH:20]=[C:21](OS(C(F)(F)F)(=O)=O)[C:15]=3[O:14]2)(=O)=O)=CC=1.[S:32]1[CH:36]=[CH:35][C:34](B(O)O)=[CH:33]1.C(=O)([O-])[O-].[K+].[K+].C(C1C=CC=CC=1B1OC(C)(C)C(C)(C)O1)(C)C.CC1C=CC(S(OCC2(C)CC3C=C(Cl)C=C(C4C=CSC=4)C=3O2)(=O)=O)=CC=1.S(C1C=CC(C)=CC=1)([O-])(=O)=O.[N-:103]=[N+:104]=[N-:105].[Na+].N(CC1CC2C=C(Cl)C=C(C3C=CSC=3)C=2O1)=[N+]=[N-], predict the reaction product. The product is: [N:103]([CH2:12][C:13]1([CH3:31])[CH2:17][C:16]2[CH:18]=[C:19]([Cl:30])[CH:20]=[C:21]([C:34]3[CH:35]=[CH:36][S:32][CH:33]=3)[C:15]=2[O:14]1)=[N+:104]=[N-:105]. (3) Given the reactants [N+:1]([C:4]1[CH:9]=[CH:8][C:7]([C:10]2[N:11]=[N:12][NH:13][N:14]=2)=[CH:6][CH:5]=1)([O-:3])=[O:2].[CH:15](NC(C)C)(C)C.CI, predict the reaction product. The product is: [CH3:15][N:12]1[N:13]=[N:14][C:10]([C:7]2[CH:6]=[CH:5][C:4]([N+:1]([O-:3])=[O:2])=[CH:9][CH:8]=2)=[N:11]1. (4) Given the reactants B(Br)(Br)Br.CSC.[C:8]([CH2:11][NH:12][CH:13]1[CH2:17][CH2:16][N:15]([C:18]2[CH:23]=[CH:22][C:21]([NH:24][C:25]([C:27]3([C:30]4[CH:35]=[CH:34][C:33]([O:36]C)=[CH:32][CH:31]=4)[CH2:29][CH2:28]3)=[O:26])=[CH:20][CH:19]=2)[CH2:14]1)(=[O:10])[CH3:9].O, predict the reaction product. The product is: [C:8]([CH2:11][NH:12][CH:13]1[CH2:17][CH2:16][N:15]([C:18]2[CH:19]=[CH:20][C:21]([NH:24][C:25]([C:27]3([C:30]4[CH:35]=[CH:34][C:33]([OH:36])=[CH:32][CH:31]=4)[CH2:28][CH2:29]3)=[O:26])=[CH:22][CH:23]=2)[CH2:14]1)(=[O:10])[CH3:9].